Dataset: Catalyst prediction with 721,799 reactions and 888 catalyst types from USPTO. Task: Predict which catalyst facilitates the given reaction. (1) Reactant: [C:1]1([N:7]2[C:15]3[C:10](=[CH:11][CH:12]=[CH:13][CH:14]=3)[CH2:9][C:8]2=[O:16])[CH:6]=[CH:5][CH:4]=[CH:3][CH:2]=1.[OH-:17].[Na+].C([Li])CCC.C1CCCCC1.[CH3:30][O:31][C:32](=O)[O:33]C.Cl. The catalyst class is: 30. Product: [CH3:30][O:31][C:32]([N:7]([C:1]1[CH:6]=[CH:5][CH:4]=[CH:3][CH:2]=1)[C:15]1[CH:14]=[CH:13][CH:12]=[CH:11][C:10]=1[CH2:9][C:8]([OH:16])=[O:17])=[O:33]. (2) Reactant: Cl.[NH2:2][C@H:3]([CH2:8][CH3:9])[C:4](OC)=[O:5].[CH:10]1([C:13](=O)[CH3:14])[CH2:12][CH2:11]1.Cl[CH2:17]Cl.[Cl:19][C:20]1[N:25]=[C:24](Cl)[C:23]([N+:27]([O-])=O)=[CH:22][N:21]=1. Product: [Cl:19][C:20]1[N:25]=[CH:24][C:23]2[N:27]([CH3:17])[C:4](=[O:5])[C@@H:3]([CH2:8][CH3:9])[N:2]([CH:13]([CH:10]3[CH2:12][CH2:11]3)[CH3:14])[C:22]=2[N:21]=1. The catalyst class is: 26. (3) Reactant: C(OC([NH:8][C@@H:9]([CH2:20][C:21]1[CH:30]=[CH:29][C:28]2[C:23](=[CH:24][CH:25]=[CH:26][CH:27]=2)[CH:22]=1)[C:10]([NH:12][CH2:13][C:14]1[CH:19]=[CH:18][CH:17]=[CH:16][CH:15]=1)=[O:11])=O)(C)(C)C.[ClH:31]. Product: [ClH:31].[NH2:8][C@@H:9]([CH2:20][C:21]1[CH:30]=[CH:29][C:28]2[C:23](=[CH:24][CH:25]=[CH:26][CH:27]=2)[CH:22]=1)[C:10]([NH:12][CH2:13][C:14]1[CH:15]=[CH:16][CH:17]=[CH:18][CH:19]=1)=[O:11]. The catalyst class is: 12. (4) Reactant: [CH3:1][O:2][C:3]1[CH:8]=[CH:7][C:6]([C@@H:9]([NH:11][C@@H:12]2[C:21]3[N:20]=[CH:19][CH:18]=[CH:17][C:16]=3[CH2:15][CH2:14][C@@H:13]2[CH2:22][CH2:23][C:24](OCC)=[O:25])[CH3:10])=[CH:5][CH:4]=1.[H-].[Al+3].[Li+].[H-].[H-].[H-]. Product: [CH3:1][O:2][C:3]1[CH:8]=[CH:7][C:6]([C@@H:9]([NH:11][C@@H:12]2[C:21]3[N:20]=[CH:19][CH:18]=[CH:17][C:16]=3[CH2:15][CH2:14][C@@H:13]2[CH2:22][CH2:23][CH2:24][OH:25])[CH3:10])=[CH:5][CH:4]=1. The catalyst class is: 7. (5) Reactant: [CH3:1][O:2][C:3]1[CH:18]=[CH:17][C:6]([CH2:7][NH:8][CH2:9][CH2:10][N:11]2[CH2:16][CH2:15][O:14][CH2:13][CH2:12]2)=[CH:5][CH:4]=1.[Cl:19][C:20]1[CH:21]=[C:22](N(C2CC2)CC2C=CC(OC)=CC=2)[C:23]2[N:24]([C:26]([C:29]#[N:30])=[CH:27][N:28]=2)[N:25]=1. The catalyst class is: 5. Product: [Cl:19][C:20]1[CH:21]=[C:22]([N:8]([CH2:7][C:6]2[CH:5]=[CH:4][C:3]([O:2][CH3:1])=[CH:18][CH:17]=2)[CH2:9][CH2:10][N:11]2[CH2:12][CH2:13][O:14][CH2:15][CH2:16]2)[C:23]2[N:24]([C:26]([C:29]#[N:30])=[CH:27][N:28]=2)[N:25]=1.